Predict the product of the given reaction. From a dataset of Forward reaction prediction with 1.9M reactions from USPTO patents (1976-2016). Given the reactants [OH-:1].[Na+].[Cl-].[CH2:4]([N+:8]1[CH:12]=[CH:11][N:10]([CH3:13])[CH:9]=1)[CH2:5][CH2:6][CH3:7], predict the reaction product. The product is: [OH-:1].[CH2:4]([N+:8]1[CH:12]=[CH:11][N:10]([CH3:13])[CH:9]=1)[CH2:5][CH2:6][CH3:7].